Dataset: Retrosynthesis with 50K atom-mapped reactions and 10 reaction types from USPTO. Task: Predict the reactants needed to synthesize the given product. (1) Given the product Cc1[nH]c(C(=O)NC2CCN(c3nc(CN4C(=O)c5ccccc5C4=O)c(C(=O)O)s3)CC2)c(Cl)c1Cl, predict the reactants needed to synthesize it. The reactants are: Cc1[nH]c(C(=O)NC2CCN(c3nc(CNC(=O)c4ccccc4C(=O)O)c(C(=O)O)s3)CC2)c(Cl)c1Cl. (2) Given the product Cn1c(=O)n(-c2ccc(C(C)(C)C#N)nc2)c2c3cc(-c4cccnc4)ccc3ncc21, predict the reactants needed to synthesize it. The reactants are: Cn1c(=O)n(-c2ccc(C(C)(C)C#N)nc2)c2c3cc(Br)ccc3ncc21.OB(O)c1cccnc1. (3) The reactants are: CCOC(=O)c1ccc2c(c1)CC(C)(C)C(c1cccc(C(=O)Nc3ccccc3)c1)N2. Given the product CC1(C)Cc2cc(C(=O)O)ccc2NC1c1cccc(C(=O)Nc2ccccc2)c1, predict the reactants needed to synthesize it.